Predict the product of the given reaction. From a dataset of Forward reaction prediction with 1.9M reactions from USPTO patents (1976-2016). (1) Given the reactants [F:1][C:2]1[CH:29]=[CH:28][CH:27]=[C:26]([F:30])[C:3]=1[CH2:4][O:5][C:6]1[CH:7]=[CH:8][C:9]([CH3:25])=[C:10]([N:12]2[CH2:21][C:20]3[C:15](=[CH:16][C:17]([C:22]#[N:23])=[CH:18][CH:19]=3)[NH:14][C:13]2=[O:24])[CH:11]=1.Cl.[NH2:32][OH:33].C(=O)([O-])O.[Na+].O, predict the reaction product. The product is: [F:1][C:2]1[CH:29]=[CH:28][CH:27]=[C:26]([F:30])[C:3]=1[CH2:4][O:5][C:6]1[CH:7]=[CH:8][C:9]([CH3:25])=[C:10]([N:12]2[CH2:21][C:20]3[C:15](=[CH:16][C:17]([C:22](=[N:32][OH:33])[NH2:23])=[CH:18][CH:19]=3)[NH:14][C:13]2=[O:24])[CH:11]=1. (2) Given the reactants [CH2:1]([O:8][C:9]([NH:11][C@H:12]([C:30]1[N:34]([C@@H:35]([CH2:40][CH2:41][CH2:42][CH3:43])[C:36]([O:38]C)=[O:37])[N:33]=[N:32][N:31]=1)[CH2:13][C:14]1[C:22]2[C:17](=[CH:18][CH:19]=[CH:20][CH:21]=2)[N:16]([C:23]([O:25][C:26]([CH3:29])([CH3:28])[CH3:27])=[O:24])[CH:15]=1)=[O:10])[C:2]1[CH:7]=[CH:6][CH:5]=[CH:4][CH:3]=1.[Li+].[OH-].Cl, predict the reaction product. The product is: [CH2:1]([O:8][C:9]([NH:11][C@H:12]([C:30]1[N:34]([C@@H:35]([CH2:40][CH2:41][CH2:42][CH3:43])[C:36]([OH:38])=[O:37])[N:33]=[N:32][N:31]=1)[CH2:13][C:14]1[C:22]2[C:17](=[CH:18][CH:19]=[CH:20][CH:21]=2)[N:16]([C:23]([O:25][C:26]([CH3:29])([CH3:28])[CH3:27])=[O:24])[CH:15]=1)=[O:10])[C:2]1[CH:7]=[CH:6][CH:5]=[CH:4][CH:3]=1. (3) Given the reactants [Cl:1][C:2]1[CH:3]=[C:4]([CH3:12])[C:5]2[N:6]([N:8]=[C:9]([NH2:11])[N:10]=2)[CH:7]=1.Br[C:14]1[CH:19]=[CH:18][C:17]([N:20]2[CH:24]=[C:23]([CH3:25])[N:22]=[CH:21]2)=[C:16]([O:26][CH3:27])[CH:15]=1.C(Cl)Cl, predict the reaction product. The product is: [Cl:1][C:2]1[CH:3]=[C:4]([CH3:12])[C:5]2[N:6]([N:8]=[C:9]([NH:11][C:14]3[CH:19]=[CH:18][C:17]([N:20]4[CH:24]=[C:23]([CH3:25])[N:22]=[CH:21]4)=[C:16]([O:26][CH3:27])[CH:15]=3)[N:10]=2)[CH:7]=1. (4) Given the reactants O[CH2:2][CH:3]1[CH2:6][C:5]([CH2:29][C:30]#[N:31])([N:7]2[CH:11]=[C:10]([C:12]3[C:13]4[CH:20]=[CH:19][N:18]([CH2:21][O:22][CH2:23][CH2:24][Si:25]([CH3:28])([CH3:27])[CH3:26])[C:14]=4[N:15]=[CH:16][N:17]=3)[CH:9]=[N:8]2)[CH2:4]1.C(Br)(Br)(Br)[Br:33].C1(P(C2C=CC=CC=2)C2C=CC=CC=2)C=CC=CC=1.C([O-])(O)=O.[Na+], predict the reaction product. The product is: [Br:33][CH2:2][CH:3]1[CH2:6][C:5]([CH2:29][C:30]#[N:31])([N:7]2[CH:11]=[C:10]([C:12]3[C:13]4[CH:20]=[CH:19][N:18]([CH2:21][O:22][CH2:23][CH2:24][Si:25]([CH3:28])([CH3:27])[CH3:26])[C:14]=4[N:15]=[CH:16][N:17]=3)[CH:9]=[N:8]2)[CH2:4]1.